From a dataset of Full USPTO retrosynthesis dataset with 1.9M reactions from patents (1976-2016). Predict the reactants needed to synthesize the given product. (1) Given the product [Cl:1][C:2]1[C:3]([C:30]2[CH:35]=[C:34]([Cl:36])[CH:33]=[CH:32][C:31]=2[C:37]#[N:38])=[CH:4][C:5](=[O:29])[N:6]([CH:8]([CH2:25][CH:26]([CH3:28])[CH3:27])[C:9]([NH:11][C:12]2[CH:13]=[CH:14][C:15]([C:16]([OH:18])=[O:17])=[CH:23][CH:24]=2)=[O:10])[CH:7]=1, predict the reactants needed to synthesize it. The reactants are: [Cl:1][C:2]1[C:3]([C:30]2[CH:35]=[C:34]([Cl:36])[CH:33]=[CH:32][C:31]=2[C:37]#[N:38])=[CH:4][C:5](=[O:29])[N:6]([CH:8]([CH2:25][CH:26]([CH3:28])[CH3:27])[C:9]([NH:11][C:12]2[CH:24]=[CH:23][C:15]([C:16]([O:18]C(C)(C)C)=[O:17])=[CH:14][CH:13]=2)=[O:10])[CH:7]=1.C(O)(C(F)(F)F)=O. (2) Given the product [CH2:7]([C:4]1[NH:5][CH:6]=[C:2]([C:13]2[CH:14]=[CH:15][N:10]=[CH:11][CH:12]=2)[N:3]=1)[CH2:8][CH3:9], predict the reactants needed to synthesize it. The reactants are: I[C:2]1[N:3]=[C:4]([CH2:7][CH2:8][CH3:9])[NH:5][CH:6]=1.[N:10]1[CH:15]=[CH:14][C:13](B(O)O)=[CH:12][CH:11]=1.C(=O)([O-])[O-].[Na+].[Na+]. (3) Given the product [ClH:25].[ClH:25].[F:1][C:2]1[CH:3]=[C:4]([NH:24][C:76]([NH:75][C:73](=[O:74])[CH2:72][C:67]2[CH:68]=[CH:69][CH:70]=[CH:71][C:66]=2[O:65][CH3:64])=[S:77])[CH:5]=[CH:6][C:7]=1[O:8][C:9]1[CH:14]=[CH:13][N:12]=[C:11]2[CH:15]=[C:16]([C:18]3[N:19]([CH3:23])[CH:20]=[CH:21][N:22]=3)[S:17][C:10]=12, predict the reactants needed to synthesize it. The reactants are: [F:1][C:2]1[CH:3]=[C:4]([NH2:24])[CH:5]=[CH:6][C:7]=1[O:8][C:9]1[CH:14]=[CH:13][N:12]=[C:11]2[CH:15]=[C:16]([C:18]3[N:19]([CH3:23])[CH:20]=[CH:21][N:22]=3)[S:17][C:10]=12.[ClH:25].Cl.FC1C=C(NC(NC(=O)CC2C=CC=CC=2F)=S)C=CC=1OC1C=CN=C2C=C(C3N(C)C=CN=3)SC=12.[CH3:64][O:65][C:66]1[CH:71]=[CH:70][CH:69]=[CH:68][C:67]=1[CH2:72][C:73]([N:75]=[C:76]=[S:77])=[O:74]. (4) Given the product [C:1]1([C:7]2[C:8]([CH2:12][NH2:16])=[CH:9][O:10][CH:11]=2)[CH:6]=[CH:5][CH:4]=[CH:3][CH:2]=1, predict the reactants needed to synthesize it. The reactants are: [C:1]1([C:7]2[C:8]([CH:12]=O)=[CH:9][O:10][CH:11]=2)[CH:6]=[CH:5][CH:4]=[CH:3][CH:2]=1.[BH3-]C#[N:16].[Na+]. (5) The reactants are: Br[CH2:2]/[C:3](/[F:15])=[C:4](/[CH3:14])\[CH2:5][NH:6][C:7](=[O:13])[O:8][C:9]([CH3:12])([CH3:11])[CH3:10].[CH:16]1([NH:22][C:23](=[O:31])[C:24]2[CH:29]=[CH:28][C:27]([OH:30])=[CH:26][CH:25]=2)[CH2:21][CH2:20][CH2:19][CH2:18][CH2:17]1. Given the product [CH:16]1([NH:22][C:23]([C:24]2[CH:29]=[CH:28][C:27]([O:30][CH2:2]/[C:3](/[F:15])=[C:4](/[CH3:14])\[CH2:5][NH:6][C:7](=[O:13])[O:8][C:9]([CH3:12])([CH3:11])[CH3:10])=[CH:26][CH:25]=2)=[O:31])[CH2:21][CH2:20][CH2:19][CH2:18][CH2:17]1, predict the reactants needed to synthesize it. (6) The reactants are: Cl[C:2]1[NH:3][C:4](=[O:13])[C:5]2[C:10]([CH:11]=1)=[C:9]([Cl:12])[CH:8]=[CH:7][CH:6]=2.[CH3:14][N:15]([CH3:22])[CH:16]1[CH2:21][CH2:20][NH:19][CH2:18][CH2:17]1. Given the product [Cl:12][C:9]1[CH:8]=[CH:7][CH:6]=[C:5]2[C:10]=1[CH:11]=[C:2]([N:19]1[CH2:20][CH2:21][CH:16]([N:15]([CH3:22])[CH3:14])[CH2:17][CH2:18]1)[NH:3][C:4]2=[O:13], predict the reactants needed to synthesize it. (7) Given the product [C:1]1([S:7]([N:10]2[C:18]3[C:13](=[CH:14][C:15]([S:28]([CH3:34])(=[O:30])=[O:27])=[CH:16][CH:17]=3)[CH:12]=[C:11]2[C:21]2[O:22][CH:23]=[N:24][N:25]=2)(=[O:8])=[O:32])[CH:6]=[CH:5][CH:4]=[CH:3][CH:2]=1, predict the reactants needed to synthesize it. The reactants are: [C:1]1([S:7]([N:10]2[C:18]3[C:13](=[CH:14][C:15](SC)=[CH:16][CH:17]=3)[CH:12]=[C:11]2[C:21]2[O:22][CH:23]=[N:24][N:25]=2)(=O)=[O:8])[CH:6]=[CH:5][CH:4]=[CH:3][CH:2]=1.O[O:27][S:28]([O-:30])=O.[K+].[OH2:32].O1CCC[CH2:34]1.